Dataset: Catalyst prediction with 721,799 reactions and 888 catalyst types from USPTO. Task: Predict which catalyst facilitates the given reaction. (1) The catalyst class is: 146. Reactant: [NH2:1][C:2]1[CH:7]=[CH:6][C:5]([CH:8]([CH2:14][CH:15]([CH3:17])[CH3:16])[C:9]([O:11][CH2:12][CH3:13])=[O:10])=[CH:4][C:3]=1[O:18][CH2:19][C:20]([F:23])([F:22])[F:21].C1C(=O)N([Br:31])C(=O)C1. Product: [NH2:1][C:2]1[C:3]([O:18][CH2:19][C:20]([F:21])([F:22])[F:23])=[CH:4][C:5]([CH:8]([CH2:14][CH:15]([CH3:16])[CH3:17])[C:9]([O:11][CH2:12][CH3:13])=[O:10])=[CH:6][C:7]=1[Br:31]. (2) Reactant: [NH2:1][C:2]1[N:6]([CH3:7])[C:5](=[O:8])[C:4]([C:16]2[CH:21]=[CH:20][C:19]([F:22])=[C:18](Br)[CH:17]=2)([C:9]2[CH:14]=[CH:13][C:12]([OH:15])=[CH:11][CH:10]=2)[N:3]=1.C([Sn](CCCC)(CCCC)[C:29]1[CH:34]=[N:33][CH:32]=[CH:31][N:30]=1)CCC. Product: [NH2:1][C:2]1[N:6]([CH3:7])[C:5](=[O:8])[C:4]([C:16]2[CH:21]=[CH:20][C:19]([F:22])=[C:18]([C:29]3[CH:34]=[N:33][CH:32]=[CH:31][N:30]=3)[CH:17]=2)([C:9]2[CH:14]=[CH:13][C:12]([OH:15])=[CH:11][CH:10]=2)[N:3]=1. The catalyst class is: 602. (3) Reactant: C[O:2][C:3](=[O:36])[CH:4]([N:12]([CH2:18][CH2:19][C@@H:20]1[CH2:25][C@H:24]([CH2:26][C:27]([O:29][C:30]([CH3:33])([CH3:32])[CH3:31])=[O:28])[O:23][C:22]([CH3:35])([CH3:34])[O:21]1)[C:13](=[O:17])[CH:14]([CH3:16])[CH3:15])[C:5]1[CH:10]=[CH:9][C:8]([F:11])=[CH:7][CH:6]=1.[Li+].[OH-]. Product: [C:30]([O:29][C:27]([CH2:26][C@@H:24]1[O:23][C:22]([CH3:34])([CH3:35])[O:21][C@H:20]([CH2:19][CH2:18][N:12]([CH:4]([C:5]2[CH:10]=[CH:9][C:8]([F:11])=[CH:7][CH:6]=2)[C:3]([OH:36])=[O:2])[C:13](=[O:17])[CH:14]([CH3:16])[CH3:15])[CH2:25]1)=[O:28])([CH3:32])([CH3:33])[CH3:31]. The catalyst class is: 20. (4) The catalyst class is: 5. Product: [NH2:8][C@H:9]1[CH2:18][CH2:17][C:16]2[C:15]([NH:19][C:20](=[O:25])[C:21]([OH:24])([CH3:23])[CH3:22])=[CH:14][CH:13]=[CH:12][C:11]=2[CH2:10]1. Reactant: C([N:8](CC1C=CC=CC=1)[C@H:9]1[CH2:18][CH2:17][C:16]2[C:15]([NH:19][C:20](=[O:25])[C:21]([OH:24])([CH3:23])[CH3:22])=[CH:14][CH:13]=[CH:12][C:11]=2[CH2:10]1)C1C=CC=CC=1.C([O-])=O.[NH4+]. (5) Reactant: [CH3:1][C:2]1[C:3]([C:8]([O:10]CC)=[O:9])=[CH:4][N:5]=[N:6][CH:7]=1.[OH-].[Na+].Cl. Product: [CH3:1][C:2]1[C:3]([C:8]([OH:10])=[O:9])=[CH:4][N:5]=[N:6][CH:7]=1. The catalyst class is: 90. (6) Reactant: [NH2:1][C:2]1[CH:25]=[CH:24][C:5]2[N:6]([CH3:23])[C:7]([N:9]([C:17]3[CH:22]=[CH:21][CH:20]=[CH:19][CH:18]=3)[C:10](=[O:16])[O:11][C:12]([CH3:15])([CH3:14])[CH3:13])=[N:8][C:4]=2[CH:3]=1.C([O-])(O)=O.[Na+].[Cl:31][C:32]1[N:37]=[C:36](Cl)[CH:35]=[CH:34][N:33]=1. Product: [Cl:31][C:32]1[N:37]=[C:36]([NH:1][C:2]2[CH:25]=[CH:24][C:5]3[N:6]([CH3:23])[C:7]([N:9]([C:17]4[CH:18]=[CH:19][CH:20]=[CH:21][CH:22]=4)[C:10](=[O:16])[O:11][C:12]([CH3:15])([CH3:13])[CH3:14])=[N:8][C:4]=3[CH:3]=2)[CH:35]=[CH:34][N:33]=1. The catalyst class is: 219.